Dataset: TCR-epitope binding with 47,182 pairs between 192 epitopes and 23,139 TCRs. Task: Binary Classification. Given a T-cell receptor sequence (or CDR3 region) and an epitope sequence, predict whether binding occurs between them. (1) The epitope is LLWNGPMAV. The TCR CDR3 sequence is CAWGYQITGSAYGYTF. Result: 1 (the TCR binds to the epitope). (2) The epitope is MPASWVMRI. The TCR CDR3 sequence is CASSTGLAGSDTQYF. Result: 1 (the TCR binds to the epitope). (3) The epitope is LPRRSGAAGA. The TCR CDR3 sequence is CASSSKPYEQYF. Result: 1 (the TCR binds to the epitope). (4) The TCR CDR3 sequence is CASSQVGSGQVNQPQHF. Result: 0 (the TCR does not bind to the epitope). The epitope is CTELKLSDY. (5) The epitope is KLPDDFTGCV. The TCR CDR3 sequence is CASSLGGERRWAFF. Result: 0 (the TCR does not bind to the epitope). (6) Result: 0 (the TCR does not bind to the epitope). The epitope is GTHWFVTQR. The TCR CDR3 sequence is CASSLGLEQFF. (7) The epitope is KLSYGIATV. The TCR CDR3 sequence is CASSVGVPPPQFF. Result: 1 (the TCR binds to the epitope). (8) The epitope is LPRRSGAAGA. The TCR CDR3 sequence is CASSQGLANTDTQYF. Result: 1 (the TCR binds to the epitope).